Dataset: Catalyst prediction with 721,799 reactions and 888 catalyst types from USPTO. Task: Predict which catalyst facilitates the given reaction. (1) Reactant: C(O[C:6](=O)[NH:7][C@@H:8]([C:30]1[CH:35]=[CH:34][C:33]([O:36][CH2:37][CH2:38][O:39][Si](C(C)(C)C)(C)C)=[CH:32][CH:31]=1)[C:9](=O)[N:10]1[CH2:14][CH2:13][C@H:12]([O:15][CH2:16][CH2:17][O:18][CH2:19][CH2:20][O:21][CH2:22][CH2:23][O:24][C:25]([F:28])([F:27])[F:26])[CH2:11]1)(C)(C)C.[H-].[Al+3].[Li+].[H-].[H-].[H-].C(=O)([O-])[O-].[Na+].[Na+].ClCCl. Product: [CH3:6][NH:7][C@@H:8]([C:30]1[CH:31]=[CH:32][C:33]([O:36][CH2:37][CH2:38][OH:39])=[CH:34][CH:35]=1)[CH2:9][N:10]1[CH2:14][CH2:13][C@H:12]([O:15][CH2:16][CH2:17][O:18][CH2:19][CH2:20][O:21][CH2:22][CH2:23][O:24][C:25]([F:26])([F:28])[F:27])[CH2:11]1. The catalyst class is: 7. (2) Reactant: [CH2:1]([O:8][C:9]1[CH:13]=[C:12]([C:14](OC)=[O:15])[N:11]([CH3:18])[N:10]=1)[C:2]1[CH:7]=[CH:6][CH:5]=[CH:4][CH:3]=1.[H-].[Al+3].[Li+].[H-].[H-].[H-].O.O.O.O.O.O.O.O.O.O.S([O-])([O-])(=O)=O.[Na+].[Na+]. Product: [CH2:1]([O:8][C:9]1[CH:13]=[C:12]([CH2:14][OH:15])[N:11]([CH3:18])[N:10]=1)[C:2]1[CH:3]=[CH:4][CH:5]=[CH:6][CH:7]=1. The catalyst class is: 7.